Task: Predict the product of the given reaction.. Dataset: Forward reaction prediction with 1.9M reactions from USPTO patents (1976-2016) (1) Given the reactants [F:1][C:2]1[CH:7]=[C:6]([I:8])[CH:5]=[CH:4][C:3]=1[NH:9][C:10]1[N:11]([CH3:25])[C:12](=[O:24])[C:13]([CH3:23])=[C:14]([O:21][CH3:22])[C:15]=1[C:16](OCC)=[O:17].[CH:26]([O:28][CH2:29][CH2:30][O:31][NH2:32])=[CH2:27].[Li+].C[Si]([N-][Si](C)(C)C)(C)C, predict the reaction product. The product is: [F:1][C:2]1[CH:7]=[C:6]([I:8])[CH:5]=[CH:4][C:3]=1[NH:9][C:10]1[N:11]([CH3:25])[C:12](=[O:24])[C:13]([CH3:23])=[C:14]([O:21][CH3:22])[C:15]=1[C:16]([NH:32][O:31][CH2:30][CH2:29][O:28][CH:26]=[CH2:27])=[O:17]. (2) Given the reactants C([O:3][C:4](=[O:33])[C@H:5]([CH2:31][NH2:32])[CH2:6][C@H:7]([NH:23][C:24]([C:26]1[N:27]=[N:28][NH:29][CH:30]=1)=[O:25])[CH2:8][C:9]1[CH:14]=[CH:13][C:12]([C:15]2[CH:20]=[C:19]([Cl:21])[CH:18]=[CH:17][C:16]=2[F:22])=[CH:11][CH:10]=1)C.[Li+].[OH-].CC(O)=O, predict the reaction product. The product is: [NH2:32][CH2:31][C@H:5]([CH2:6][C@H:7]([NH:23][C:24]([C:26]1[N:27]=[N:28][NH:29][CH:30]=1)=[O:25])[CH2:8][C:9]1[CH:10]=[CH:11][C:12]([C:15]2[CH:20]=[C:19]([Cl:21])[CH:18]=[CH:17][C:16]=2[F:22])=[CH:13][CH:14]=1)[C:4]([OH:33])=[O:3].